Predict the reactants needed to synthesize the given product. From a dataset of Full USPTO retrosynthesis dataset with 1.9M reactions from patents (1976-2016). (1) Given the product [CH2:1]([O:3][C:4](=[O:32])[CH:5]([NH:23][C:24]1[CH:25]=[CH:26][C:27]([C:30]#[N:31])=[CH:28][CH:29]=1)[C:6]1[CH:11]=[C:10]([O:12][CH2:13][CH3:14])[CH:9]=[C:8]([O:15][CH:16]2[CH2:17][CH2:18][N:19]([CH2:41][CH2:42][OH:43])[CH2:20][CH2:21]2)[C:7]=1[F:22])[CH3:2], predict the reactants needed to synthesize it. The reactants are: [CH2:1]([O:3][C:4](=[O:32])[CH:5]([NH:23][C:24]1[CH:29]=[CH:28][C:27]([C:30]#[N:31])=[CH:26][CH:25]=1)[C:6]1[CH:11]=[C:10]([O:12][CH2:13][CH3:14])[CH:9]=[C:8]([O:15][CH:16]2[CH2:21][CH2:20][NH:19][CH2:18][CH2:17]2)[C:7]=1[F:22])[CH3:2].C(N(CC)CC)C.Br[CH2:41][CH2:42][OH:43]. (2) Given the product [CH3:34][N:35]([CH2:32][C:22]1[CH:21]=[C:20]2[C:25](=[N:24][C:23]=1[C:26]1[CH:31]=[CH:30][CH:29]=[CH:28][CH:27]=1)[N:16]([C:14]1[CH:13]=[CH:12][N:11]=[C:10]([NH:9][CH2:1][CH2:2][C:3]3[CH:8]=[CH:7][CH:6]=[CH:5][CH:4]=3)[N:15]=1)[CH2:17][CH2:18][CH2:19]2)[CH3:36], predict the reactants needed to synthesize it. The reactants are: [CH2:1]([NH:9][C:10]1[N:15]=[C:14]([N:16]2[C:25]3[N:24]=[C:23]([C:26]4[CH:31]=[CH:30][CH:29]=[CH:28][CH:27]=4)[C:22]([CH:32]=O)=[CH:21][C:20]=3[CH2:19][CH2:18][CH2:17]2)[CH:13]=[CH:12][N:11]=1)[CH2:2][C:3]1[CH:8]=[CH:7][CH:6]=[CH:5][CH:4]=1.[CH3:34][NH:35][CH3:36]. (3) Given the product [CH3:1][O:2][C:3]1[CH:4]=[C:5]2[C:10](=[CH:11][C:12]=1[O:13][CH3:14])[N:9]=[CH:8][CH:7]=[C:6]2[O:15][C:16]1[C:22]([CH3:23])=[CH:21][C:19]([NH:20][C:29](=[O:35])[O:28][CH2:26][CH2:45][CH2:44][N:41]2[CH2:42][CH2:43][N:38]([CH3:37])[CH2:39][CH2:40]2)=[C:18]([CH3:24])[CH:17]=1, predict the reactants needed to synthesize it. The reactants are: [CH3:1][O:2][C:3]1[CH:4]=[C:5]2[C:10](=[CH:11][C:12]=1[O:13][CH3:14])[N:9]=[CH:8][CH:7]=[C:6]2[O:15][C:16]1[C:22]([CH3:23])=[CH:21][C:19]([NH2:20])=[C:18]([CH3:24])[CH:17]=1.Cl[C:26](Cl)([O:28][C:29](=[O:35])OC(Cl)(Cl)Cl)Cl.[CH3:37][N:38]1[CH2:43][CH2:42][N:41]([CH2:44][CH2:45]CO)[CH2:40][CH2:39]1.C(=O)(O)[O-].[Na+]. (4) Given the product [F:1][C:2]([F:26])([F:25])[CH2:3][NH:4][C:5]([C:7]1([CH2:20][CH2:21][CH2:22][CH2:23][N:42]2[CH2:41][CH2:40][N:39]([C:38]3[C:28]([CH3:27])=[C:29]([CH:35]=[CH:36][CH:37]=3)[C:30]([O:32][CH2:33][CH3:34])=[O:31])[CH2:44][CH2:43]2)[C:19]2[CH:18]=[CH:17][CH:16]=[CH:15][C:14]=2[C:13]2[C:8]1=[CH:9][CH:10]=[CH:11][CH:12]=2)=[O:6], predict the reactants needed to synthesize it. The reactants are: [F:1][C:2]([F:26])([F:25])[CH2:3][NH:4][C:5]([C:7]1([CH2:20][CH2:21][CH2:22][CH2:23]Br)[C:19]2[CH:18]=[CH:17][CH:16]=[CH:15][C:14]=2[C:13]2[C:8]1=[CH:9][CH:10]=[CH:11][CH:12]=2)=[O:6].[CH3:27][C:28]1[C:38]([N:39]2[CH2:44][CH2:43][NH:42][CH2:41][CH2:40]2)=[CH:37][CH:36]=[CH:35][C:29]=1[C:30]([O:32][CH2:33][CH3:34])=[O:31]. (5) Given the product [O:15]1[CH2:16][CH2:17][N:12]([C:8]2[CH:7]=[N:6][C:5]3[C:10]([N:9]=2)=[CH:11][C:2]([CH:28]=[O:29])=[CH:3][CH:4]=3)[CH2:13][CH2:14]1, predict the reactants needed to synthesize it. The reactants are: Br[C:2]1[CH:11]=[C:10]2[C:5]([N:6]=[CH:7][C:8]([N:12]3[CH2:17][CH2:16][O:15][CH2:14][CH2:13]3)=[N:9]2)=[CH:4][CH:3]=1.[SiH](CC)(CC)CC.CN([CH:28]=[O:29])C. (6) Given the product [Cl:1][C:2]1[CH:3]=[C:4]([NH:8][C:9]([N:11]2[CH2:16][CH2:15][C:14]3[NH:17][N:18]=[C:19]([C:20]([N:27]([O:26][CH:23]([CH3:25])[CH3:24])[CH3:28])=[O:22])[C:13]=3[CH2:12]2)=[O:10])[CH:5]=[CH:6][CH:7]=1, predict the reactants needed to synthesize it. The reactants are: [Cl:1][C:2]1[CH:3]=[C:4]([NH:8][C:9]([N:11]2[CH2:16][CH2:15][C:14]3[NH:17][N:18]=[C:19]([C:20]([OH:22])=O)[C:13]=3[CH2:12]2)=[O:10])[CH:5]=[CH:6][CH:7]=1.[CH:23]([O:26][NH:27][CH3:28])([CH3:25])[CH3:24].CN(C(ON1N=NC2C=CC=NC1=2)=[N+](C)C)C.F[P-](F)(F)(F)(F)F.CCN(C(C)C)C(C)C. (7) Given the product [Br:1][C:2]1[C:11]2[C:6](=[CH:7][CH:8]=[C:9]([O:12][CH3:13])[N:10]=2)[N:5]=[CH:4][C:3]=1[C:14]([O:16][CH3:17])=[O:15], predict the reactants needed to synthesize it. The reactants are: [Br:1][C:2]1[C:11]2[C:6](=[CH:7][CH:8]=[C:9]([O:12][CH3:13])[N:10]=2)[N:5]=[CH:4][C:3]=1[C:14]([OH:16])=[O:15].[C:17]([O-])([O-])=O.[K+].[K+].IC.